Task: Predict the reaction yield, written as a fraction of the theoretical maximum amount of product (1.0 means a 100% yield; for example, 0.34 means a 34% yield).. Dataset: Reaction yield outcomes from USPTO patents with 853,638 reactions (1) The reactants are [C:1]([O:5][C:6]([NH:8][CH2:9][CH2:10][C:11]1[C:19]2[C:14](=[CH:15][CH:16]=[C:17]([Cl:20])[CH:18]=2)[NH:13][C:12]=1[C:21]([OH:23])=O)=[O:7])([CH3:4])([CH3:3])[CH3:2].[CH:24]1[CH:25]=[CH:26][C:27]2N(O)N=N[C:28]=2[CH:29]=1.[CH3:34][CH2:35][N:36](C(C)C)C(C)C.CCN=C=NCCCN(C)C.[CH3:54][N:55]1[C:59](=O)[CH2:58][CH2:57][CH2:56]1. The catalyst is C(OCC)(=O)C.O. The product is [C:1]([O:5][C:6](=[O:7])[NH:8][CH2:9][CH2:10][C:11]1[C:19]2[C:14](=[CH:15][CH:16]=[C:17]([Cl:20])[CH:18]=2)[NH:13][C:12]=1[C:21](=[O:23])[NH:36][CH2:35][CH2:34][C:28]1[CH:27]=[CH:26][C:25]([N:55]2[CH2:54][CH2:56][CH2:57][CH2:58][CH2:59]2)=[CH:24][CH:29]=1)([CH3:2])([CH3:3])[CH3:4]. The yield is 0.680. (2) The reactants are [CH2:1]([C:3]1[C:8](=[O:9])[NH:7][C:6]([CH3:10])=[C:5]([C:11]2[S:15][C:14]([S:16](Cl)(=[O:18])=[O:17])=[CH:13][CH:12]=2)[CH:4]=1)[CH3:2].[NH2:20][CH2:21][CH2:22][N:23]1[CH2:27][CH2:26][CH2:25][CH:24]1[C:28]([OH:30])=[O:29]. No catalyst specified. The product is [CH2:1]([C:3]1[C:8](=[O:9])[NH:7][C:6]([CH3:10])=[C:5]([C:11]2[S:15][C:14]([S:16]([NH:20][CH2:21][CH2:22][N:23]3[CH2:27][CH2:26][CH2:25][CH:24]3[C:28]([OH:30])=[O:29])(=[O:18])=[O:17])=[CH:13][CH:12]=2)[CH:4]=1)[CH3:2]. The yield is 0.880.